This data is from Forward reaction prediction with 1.9M reactions from USPTO patents (1976-2016). The task is: Predict the product of the given reaction. (1) The product is: [Cl:15][C:12]1[CH:11]=[CH:10][C:9]([C:8]([C:5]2[CH:6]=[CH:7][C:2]3[NH:1][C:20](=[O:21])[CH2:19][S:18][CH:17]([C:23]4[CH:28]=[CH:27][CH:26]=[C:25]([Cl:29])[CH:24]=4)[C:3]=3[CH:4]=2)=[O:16])=[CH:14][CH:13]=1. Given the reactants [NH2:1][C:2]1[CH:7]=[CH:6][C:5]([C:8](=[O:16])[C:9]2[CH:14]=[CH:13][C:12]([Cl:15])=[CH:11][CH:10]=2)=[CH:4][C:3]=1[CH:17]([C:23]1[CH:28]=[CH:27][CH:26]=[C:25]([Cl:29])[CH:24]=1)[S:18][CH2:19][C:20](O)=[O:21].[O-]S([O-])(=O)=O.[Mg+2], predict the reaction product. (2) Given the reactants CC1C=CC(S(O[CH2:12][CH:13]2[CH2:17][C:16]3[CH:18]=[CH:19][CH:20]=[C:21]([C:22]4[CH:27]=[CH:26][CH:25]=[CH:24][C:23]=4[O:28][CH3:29])[C:15]=3[O:14]2)(=O)=O)=CC=1.[CH3:30][NH2:31], predict the reaction product. The product is: [CH3:30][NH:31][CH2:12][CH:13]1[CH2:17][C:16]2[CH:18]=[CH:19][CH:20]=[C:21]([C:22]3[CH:27]=[CH:26][CH:25]=[CH:24][C:23]=3[O:28][CH3:29])[C:15]=2[O:14]1. (3) Given the reactants Br[C:2]1[N:3]=[C:4]([NH:9][CH2:10][C:11]2[C:16]([Cl:17])=[CH:15][CH:14]=[CH:13][C:12]=2[Cl:18])[C:5]([NH2:8])=[N:6][CH:7]=1.CC1(C)C(C)(C)OB([C:27]2[CH:36]=[CH:35][C:30]([C:31]([O:33][CH3:34])=[O:32])=[CH:29][CH:28]=2)O1.C([O-])([O-])=O.[Na+].[Na+], predict the reaction product. The product is: [NH2:8][C:5]1[N:6]=[CH:7][C:2]([C:27]2[CH:36]=[CH:35][C:30]([C:31]([O:33][CH3:34])=[O:32])=[CH:29][CH:28]=2)=[N:3][C:4]=1[NH:9][CH2:10][C:11]1[C:16]([Cl:17])=[CH:15][CH:14]=[CH:13][C:12]=1[Cl:18]. (4) Given the reactants [OH:1][CH:2]1[CH2:19][C:5]2([C:20]3[CH:21]=[C:22]([C:26]4[CH:31]=[CH:30][CH:29]=[C:28]([O:32][CH3:33])[CH:27]=4)[CH:23]=[CH:24][CH:25]=3)[N:6]=[C:7]([NH:10][C:11](=[O:18])[C:12]3[CH:17]=[CH:16][CH:15]=[CH:14][CH:13]=3)[S:8][CH2:9][CH:4]2[CH2:3]1.CC(O)C.C(=O)=O, predict the reaction product. The product is: [OH:1][C@H:2]1[CH2:19][C@:5]2([C:20]3[CH:21]=[C:22]([C:26]4[CH:31]=[CH:30][CH:29]=[C:28]([O:32][CH3:33])[CH:27]=4)[CH:23]=[CH:24][CH:25]=3)[N:6]=[C:7]([NH:10][C:11](=[O:18])[C:12]3[CH:13]=[CH:14][CH:15]=[CH:16][CH:17]=3)[S:8][CH2:9][C@@H:4]2[CH2:3]1.